Dataset: Reaction yield outcomes from USPTO patents with 853,638 reactions. Task: Predict the reaction yield, written as a fraction of the theoretical maximum amount of product (1.0 means a 100% yield; for example, 0.34 means a 34% yield). (1) The reactants are [CH3:1][C:2]1[CH:3]=[CH:4][CH:5]=[CH:6][C:7]=1[NH2:8].CCN(CC)CC.[CH3:16][C:17]([CH3:22])([CH3:21])[C:18](Cl)=[O:19]. The catalyst is C(Cl)Cl. The product is [CH3:16][C:17]([CH3:22])([CH3:21])[C:18]([NH:8][C:7]1[CH:6]=[CH:5][CH:4]=[CH:3][C:2]=1[CH3:1])=[O:19]. The yield is 0.920. (2) The reactants are [CH:1]1([NH:6][C:7]2[CH:8]=[C:9]([Cl:30])[CH:10]=[C:11]3[C:15]=2[NH:14][C:13](C2C=CC(C(OC(C)(C)C)=O)=CC=2N)=[CH:12]3)[CH2:5][CH2:4][CH2:3][CH2:2]1.[C:31](O)([C:33](F)(F)F)=O. The product is [CH:1]1([NH:6][C:7]2[CH:8]=[C:9]([Cl:30])[CH:10]=[C:11]3[C:15]=2[NH:14][C:13]([C:33]2[CH:31]=[CH:5][C:1]([NH2:6])=[CH:2][CH:3]=2)=[CH:12]3)[CH2:2][CH2:3][CH2:4][CH2:5]1. The yield is 0.950. The catalyst is C(Cl)Cl.